Task: Predict the reaction yield, written as a fraction of the theoretical maximum amount of product (1.0 means a 100% yield; for example, 0.34 means a 34% yield).. Dataset: Reaction yield outcomes from USPTO patents with 853,638 reactions (1) The reactants are [C:1]([NH:11][CH2:12][C:13]1[CH:21]=[CH:20][C:16]([C:17]([OH:19])=O)=[CH:15][CH:14]=1)(=[O:10])[CH:2]=[CH:3][C:4]1[CH:9]=[CH:8][CH:7]=[CH:6][CH:5]=1.[F:22][C:23]1[CH:28]=[CH:27][C:26]([NH2:29])=[C:25]([NH2:30])[CH:24]=1.FC(F)(F)C(O)=O. The catalyst is O1CCCC1. The product is [NH2:30][C:25]1[CH:24]=[C:23]([F:22])[CH:28]=[CH:27][C:26]=1[NH:29][C:17](=[O:19])[C:16]1[CH:15]=[CH:14][C:13]([CH2:12][NH:11][C:1](=[O:10])[CH:2]=[CH:3][C:4]2[CH:5]=[CH:6][CH:7]=[CH:8][CH:9]=2)=[CH:21][CH:20]=1. The yield is 0.650. (2) The yield is 0.620. The catalyst is O1CCCC1.CN(C)C=O. The reactants are [NH:1]1[CH2:6][CH2:5][CH:4]([CH2:7][N:8]2[CH2:13][CH2:12][CH:11]([CH2:14][NH:15][C:16]([C:18]3[C:26]4[N:25]=[C:24]([CH:27]([CH3:29])[CH3:28])[NH:23][C:22]=4[CH:21]=[CH:20][CH:19]=3)=[O:17])[CH2:10][CH2:9]2)[CH2:3][CH2:2]1.C(N(CC)C(C)C)(C)C.ClCCl.[Cl:42][C:43]1[CH:51]=[CH:50][CH:49]=[CH:48][C:44]=1[C:45](Cl)=[O:46]. The product is [Cl:42][C:43]1[CH:51]=[CH:50][CH:49]=[CH:48][C:44]=1[C:45]([N:1]1[CH2:2][CH2:3][CH:4]([CH2:7][N:8]2[CH2:9][CH2:10][CH:11]([CH2:14][NH:15][C:16]([C:18]3[C:26]4[N:25]=[C:24]([CH:27]([CH3:29])[CH3:28])[NH:23][C:22]=4[CH:21]=[CH:20][CH:19]=3)=[O:17])[CH2:12][CH2:13]2)[CH2:5][CH2:6]1)=[O:46]. (3) The yield is 0.980. No catalyst specified. The reactants are [C:1]1([CH2:7][CH2:8][CH2:9][CH2:10][CH2:11][CH2:12][CH2:13][CH2:14][C:15]2[CH:21]=[CH:20][C:18]([NH2:19])=[CH:17][CH:16]=2)[CH:6]=[CH:5][CH:4]=[CH:3][CH:2]=1.[C:22]([C:24]1([C:27](O)=[O:28])[CH2:26][CH2:25]1)#[N:23]. The product is [C:22]([C:24]1([C:27]([NH:19][C:18]2[CH:17]=[CH:16][C:15]([CH2:14][CH2:13][CH2:12][CH2:11][CH2:10][CH2:9][CH2:8][CH2:7][C:1]3[CH:2]=[CH:3][CH:4]=[CH:5][CH:6]=3)=[CH:21][CH:20]=2)=[O:28])[CH2:26][CH2:25]1)#[N:23]. (4) The catalyst is C1COCC1. The product is [Cl:1][C:2]1[CH:3]=[C:4]([CH:35]=[CH:36][C:37]=1[Cl:38])[CH2:5][CH:6]1[C:15]2[CH:14]=[C:13]([O:16][CH2:17][CH2:18][NH:19][S:20]([C:23]3[N:24]=[CH:25][N:26]([CH3:28])[CH:27]=3)(=[O:22])=[O:21])[CH:12]=[CH:11][C:10]=2[CH2:9][CH2:8][CH:7]1[NH:29][CH:30]=[O:31]. The yield is 0.610. The reactants are [Cl:1][C:2]1[CH:3]=[C:4]([CH:35]=[CH:36][C:37]=1[Cl:38])[CH2:5][CH:6]1[C:15]2[C:10](=[CH:11][CH:12]=[C:13]([O:16][CH2:17][CH2:18][NH:19][S:20]([C:23]3[N:24]=[CH:25][N:26]([CH3:28])[CH:27]=3)(=[O:22])=[O:21])[CH:14]=2)[CH2:9][CH2:8][CH:7]1[NH:29][C:30](=O)[O:31]CC.[H-].[H-].[H-].[H-].[Li+].[Al+3].[OH-].[Na+]. (5) The reactants are [Cl:1][C:2]1[O:13][C:5]2=[C:6]([NH:11][CH3:12])[N:7]=[CH:8][C:9](I)=[C:4]2[CH:3]=1.CC1(C)C(C)(C)OB([C:22]2[CH:23]=[N:24][N:25]([CH:27]3[CH2:32][CH2:31][N:30]([C:33](=[O:35])[CH3:34])[CH2:29][CH2:28]3)[CH:26]=2)O1.C(=O)([O-])[O-].[K+].[K+]. The yield is 0.990. The catalyst is O1CCOCC1.O.[Pd](Cl)Cl. The product is [Cl:1][C:2]1[O:13][C:5]2=[C:6]([NH:11][CH3:12])[N:7]=[CH:8][C:9]([C:22]3[CH:23]=[N:24][N:25]([CH:27]4[CH2:28][CH2:29][N:30]([C:33](=[O:35])[CH3:34])[CH2:31][CH2:32]4)[CH:26]=3)=[C:4]2[CH:3]=1. (6) The reactants are [Br:1][C:2]1[CH:7]=[CH:6][CH:5]=[C:4]([Cl:8])[CH:3]=1.[Li+].CC([N-]C(C)C)C.CN([CH:20]=[O:21])C.Cl. The catalyst is C1COCC1. The product is [Br:1][C:2]1[CH:7]=[CH:6][CH:5]=[C:4]([Cl:8])[C:3]=1[CH:20]=[O:21]. The yield is 0.590. (7) The reactants are [OH-].[Na+].[CH3:3][O:4][C:5]1[CH:6]=[C:7]([CH:10]=[CH:11][C:12]=1[O:13][CH2:14][CH3:15])[CH:8]=O.Cl.[CH3:17][C:18]([CH3:20])=[O:19]. The catalyst is C(O)C.O. The product is [CH3:3][O:4][C:5]1[CH:6]=[C:7]([CH:8]=[CH:17][C:18](=[O:19])[CH3:20])[CH:10]=[CH:11][C:12]=1[O:13][CH2:14][CH3:15]. The yield is 0.665. (8) The reactants are C(OC([N:8]1[C:16]2[CH:15]=[CH:14][N:13]=[CH:12][C:11]=2[CH:10]=[C:9]1[CH2:17][N:18]1[CH2:23][CH2:22][N:21]([CH2:24][C:25]#C)[CH2:20][C:19]1=[O:27])=O)(C)(C)C.C(OC(=O)[NH:34][C:35]1[CH:40]=[CH:39][N:38]=[CH:37][C:36]=1I)(C)(C)C.[CH3:43]CN(CC)CC. The catalyst is CN(C=O)C.CCOC(C)=O.O.[Cu]I. The product is [NH:8]1[C:16]2[CH:15]=[CH:14][N:13]=[CH:12][C:11]=2[CH:10]=[C:9]1[CH2:17][N:18]1[CH2:23][CH2:22][N:21]([CH2:24][C:25]2[NH:34][C:35]3[CH:40]=[CH:39][N:38]=[CH:37][C:36]=3[CH:43]=2)[CH2:20][C:19]1=[O:27]. The yield is 0.510. (9) The reactants are Cl.CC(C)([S@]([NH:7][CH:8]([C:10]1[CH:11]=[C:12]([C:27]([N:29]([CH3:31])[CH3:30])=[O:28])[CH:13]=[C:14]2[C:19]=1[O:18][C:17]([N:20]1[CH2:25][CH2:24][O:23][CH2:22][CH2:21]1)=[CH:16][C:15]2=[O:26])[CH3:9])=O)C. The catalyst is O1CCOCC1. The product is [NH2:7][CH:8]([C:10]1[CH:11]=[C:12]([C:27]([N:29]([CH3:30])[CH3:31])=[O:28])[CH:13]=[C:14]2[C:19]=1[O:18][C:17]([N:20]1[CH2:25][CH2:24][O:23][CH2:22][CH2:21]1)=[CH:16][C:15]2=[O:26])[CH3:9]. The yield is 0.890.